From a dataset of Forward reaction prediction with 1.9M reactions from USPTO patents (1976-2016). Predict the product of the given reaction. (1) Given the reactants [Cl:1][CH2:2][CH2:3][CH2:4][O:5][C:6]1[C:7]([O:19][CH3:20])=[CH:8][C:9]([N+:16]([O-])=O)=[C:10]([CH:15]=1)[C:11]([O:13][CH3:14])=[O:12], predict the reaction product. The product is: [NH2:16][C:9]1[CH:8]=[C:7]([O:19][CH3:20])[C:6]([O:5][CH2:4][CH2:3][CH2:2][Cl:1])=[CH:15][C:10]=1[C:11]([O:13][CH3:14])=[O:12]. (2) Given the reactants C(OC([N:8]1[CH2:13][CH2:12][CH:11]([C:14]([OH:16])=O)[CH2:10][CH2:9]1)=O)(C)(C)C.Cl.C(N=C=NCCCN(C)C)C.[NH2:29][C:30]1[S:31][C:32]2[C:37]([N:38]=1)=[CH:36][CH:35]=[C:34]([C:39]1[CH:40]=[C:41]([CH:55]=[CH:56][CH:57]=1)[C:42]([NH:44][C:45]1[CH:50]=[CH:49][CH:48]=[C:47]([C:51]([F:54])([F:53])[F:52])[CH:46]=1)=[O:43])[N:33]=2.[F:58][C:59]([F:64])([F:63])[C:60]([OH:62])=[O:61], predict the reaction product. The product is: [F:53][C:51]([F:52])([F:54])[C:47]1[CH:46]=[C:45]([NH:44][C:42]([C:41]2[CH:40]=[C:39]([C:34]3[N:33]=[C:32]4[S:31][C:30]([NH:29][C:14]([CH:11]5[CH2:10][CH2:9][NH:8][CH2:13][CH2:12]5)=[O:16])=[N:38][C:37]4=[CH:36][CH:35]=3)[CH:57]=[CH:56][CH:55]=2)=[O:43])[CH:50]=[CH:49][CH:48]=1.[C:60]([OH:62])([C:59]([F:64])([F:63])[F:58])=[O:61]. (3) The product is: [Br:1][C:2]1[CH:3]=[C:4]2[C:9](=[CH:10][CH:11]=1)[S:8][CH2:7][CH2:6][CH:5]2[O:12][Si:36]([C:33]([CH3:35])([CH3:34])[CH3:32])([CH3:38])[CH3:37]. Given the reactants [Br:1][C:2]1[CH:3]=[C:4]2[C:9](=[CH:10][CH:11]=1)[S:8][CH2:7][CH2:6][C:5]2=[O:12].[BH4-].[Na+].BrC1C=C2C(=CC=1)SCCC2O.N1C=CN=C1.[CH3:32][C:33]([Si:36](Cl)([CH3:38])[CH3:37])([CH3:35])[CH3:34], predict the reaction product. (4) Given the reactants C[O:2][C:3](=O)[CH2:4][N:5]1[CH:9]=[C:8]([NH:10][C:11](=[O:28])[CH:12]([NH:16][C:17](=[O:27])[CH2:18][C:19]2[CH:24]=[C:23]([F:25])[CH:22]=[C:21]([F:26])[CH:20]=2)[CH2:13][CH2:14][CH3:15])[N:7]=[CH:6]1.[H-].[H-].[H-].[H-].[Li+].[Al+3], predict the reaction product. The product is: [OH:2][CH2:3][CH2:4][N:5]1[CH:9]=[C:8]([NH:10][C:11](=[O:28])[CH:12]([NH:16][C:17](=[O:27])[CH2:18][C:19]2[CH:24]=[C:23]([F:25])[CH:22]=[C:21]([F:26])[CH:20]=2)[CH2:13][CH2:14][CH3:15])[N:7]=[CH:6]1. (5) The product is: [CH2:32]([S:34]([N:19]1[CH2:18][CH2:17][CH:16]([C:13]2[C:11]3=[N:12][C:7]([C:1]4[CH:2]=[CH:3][CH:4]=[CH:5][CH:6]=4)=[CH:8][C:9]([C:22]([NH2:24])=[O:23])=[C:10]3[NH:15][CH:14]=2)[CH2:21][CH2:20]1)(=[O:36])=[O:35])[CH3:33]. Given the reactants [C:1]1([C:7]2[N:12]=[C:11]3[C:13]([CH:16]4[CH2:21][CH2:20][NH:19][CH2:18][CH2:17]4)=[CH:14][NH:15][C:10]3=[C:9]([C:22]([NH2:24])=[O:23])[CH:8]=2)[CH:6]=[CH:5][CH:4]=[CH:3][CH:2]=1.C(N(CC)CC)C.[CH2:32]([S:34](Cl)(=[O:36])=[O:35])[CH3:33], predict the reaction product.